Predict the reactants needed to synthesize the given product. From a dataset of Full USPTO retrosynthesis dataset with 1.9M reactions from patents (1976-2016). (1) Given the product [F:1][C:2]1[CH:10]=[CH:9][C:8]2[C:4](=[C:5]([CH:18]=[O:19])[N:6]([CH2:25][CH2:24][OH:23])[N:7]=2)[CH:3]=1, predict the reactants needed to synthesize it. The reactants are: [F:1][C:2]1[CH:3]=[C:4]2[C:8](=[CH:9][CH:10]=1)[NH:7][N:6]=[CH:5]2.C([Li])CCC.CN(C)[CH:18]=[O:19].[Cl-].[NH4+].[O:23]1CC[CH2:25][CH2:24]1. (2) The reactants are: Cl.CN(C)CCCN=C=NCC.ON1C2C=CC=CC=2N=N1.Cl.[CH3:24][O:25][CH:26]1[CH2:31][CH2:30][NH:29][CH2:28][CH2:27]1.[CH3:32][C:33]1[CH:34]=[CH:35][C:36]([C:39]2[N:43]([C:44]3[CH:49]=[N:48][CH:47]=[CH:46][N:45]=3)[N:42]=[C:41]([C:50](O)=[O:51])[CH:40]=2)=[N:37][CH:38]=1. Given the product [CH3:32][C:33]1[CH:34]=[CH:35][C:36]([C:39]2[N:43]([C:44]3[CH:49]=[N:48][CH:47]=[CH:46][N:45]=3)[N:42]=[C:41]([C:50]([N:29]3[CH2:30][CH2:31][CH:26]([O:25][CH3:24])[CH2:27][CH2:28]3)=[O:51])[CH:40]=2)=[N:37][CH:38]=1, predict the reactants needed to synthesize it. (3) Given the product [C:12]([O:11][C:10]([NH:9][C@H:6]1[CH2:5][CH2:4][C@H:3]([CH2:2][O:1][S:25]([C:24]([F:37])([F:36])[F:23])(=[O:27])=[O:26])[CH2:8][CH2:7]1)=[O:16])([CH3:13])([CH3:15])[CH3:14], predict the reactants needed to synthesize it. The reactants are: [OH:1][CH2:2][C@H:3]1[CH2:8][CH2:7][C@H:6]([NH:9][C:10](=[O:16])[O:11][C:12]([CH3:15])([CH3:14])[CH3:13])[CH2:5][CH2:4]1.N1C=CC=CC=1.[F:23][C:24]([F:37])([F:36])[S:25](O[S:25]([C:24]([F:37])([F:36])[F:23])(=[O:27])=[O:26])(=[O:27])=[O:26].CCCC(C)C. (4) The reactants are: Cl.[CH3:2][O:3][NH:4][CH3:5].[Cl:6][C:7]1[N:15]=[C:14]([Cl:16])[CH:13]=[CH:12][C:8]=1[C:9](Cl)=[O:10]. Given the product [Cl:6][C:7]1[N:15]=[C:14]([Cl:16])[CH:13]=[CH:12][C:8]=1[C:9]([N:4]([O:3][CH3:2])[CH3:5])=[O:10], predict the reactants needed to synthesize it.